From a dataset of Forward reaction prediction with 1.9M reactions from USPTO patents (1976-2016). Predict the product of the given reaction. Given the reactants [C:1]([O:4][CH2:5][CH:6]([O:13][C:14](=[O:16])[CH3:15])[C:7](=[N+]=[N-])[C:8](=[O:10])[CH3:9])(=[O:3])[CH3:2].CC(C)=[O:19].CC1(C)OO1, predict the reaction product. The product is: [C:1]([O:4][CH2:5][CH:6]([O:13][C:14](=[O:16])[CH3:15])[C:7](=[O:19])[C:8](=[O:10])[CH3:9])(=[O:3])[CH3:2].